Dataset: Full USPTO retrosynthesis dataset with 1.9M reactions from patents (1976-2016). Task: Predict the reactants needed to synthesize the given product. (1) Given the product [CH2:14]([S-:26])[CH2:15][CH2:16][CH2:17][CH2:18][CH2:19][CH2:20][CH2:21][CH2:22][CH2:23][CH2:24][CH3:25].[Bi+3:5].[CH2:14]([S-:26])[CH2:15][CH2:16][CH2:17][CH2:18][CH2:19][CH2:20][CH2:21][CH2:22][CH2:23][CH2:24][CH3:25].[CH2:14]([S-:26])[CH2:15][CH2:16][CH2:17][CH2:18][CH2:19][CH2:20][CH2:21][CH2:22][CH2:23][CH2:24][CH3:25], predict the reactants needed to synthesize it. The reactants are: C([O-])(=O)C.[Bi+3:5].C([O-])(=O)C.C([O-])(=O)C.[CH2:14]([SH:26])[CH2:15][CH2:16][CH2:17][CH2:18][CH2:19][CH2:20][CH2:21][CH2:22][CH2:23][CH2:24][CH3:25]. (2) Given the product [OH:34][C:32]([C@H:35]1[CH2:40][CH2:39][C@H:38]([C:41]([O:43][CH2:44][CH2:45][CH2:46][CH3:47])=[O:42])[CH2:37][CH2:36]1)([C:19]1[S:20][C:16]([C:14]2[CH:13]=[C:12]([NH:21][C:22]3[N:27]=[C:26]([C:28]([F:29])([F:31])[F:30])[CH:25]=[CH:24][N:23]=3)[CH:11]=[C:10]([CH3:9])[CH:15]=2)=[CH:17][N:18]=1)[CH3:33], predict the reactants needed to synthesize it. The reactants are: [Li+].CC([N-]C(C)C)C.[CH3:9][C:10]1[CH:11]=[C:12]([NH:21][C:22]2[N:27]=[C:26]([C:28]([F:31])([F:30])[F:29])[CH:25]=[CH:24][N:23]=2)[CH:13]=[C:14]([C:16]2[S:20][CH:19]=[N:18][CH:17]=2)[CH:15]=1.[C:32]([C@H:35]1[CH2:40][CH2:39][C@H:38]([C:41]([O:43][CH2:44][CH2:45][CH2:46][CH3:47])=[O:42])[CH2:37][CH2:36]1)(=[O:34])[CH3:33]. (3) Given the product [CH3:52][C@H:46]1[CH2:47][NH:48][C@H:49]([CH3:51])[CH2:50][N:45]1[C:2]1[CH:7]=[N:6][C:5]([C:8]([N:10]2[CH2:15][CH2:14][C:13]3[NH:16][C:17]([C:19]4[C:27]5[C:22](=[CH:23][C:24]([C:28]6[CH:33]=[C:32]([F:34])[C:31]([OH:35])=[CH:30][C:29]=6[CH2:36][CH3:37])=[CH:25][CH:26]=5)[NH:21][N:20]=4)=[N:18][C:12]=3[CH2:11]2)=[O:9])=[CH:4][N:3]=1, predict the reactants needed to synthesize it. The reactants are: Cl[C:2]1[N:3]=[CH:4][C:5]([C:8]([N:10]2[CH2:15][CH2:14][C:13]3[NH:16][C:17]([C:19]4[C:27]5[C:22](=[CH:23][C:24]([C:28]6[CH:33]=[C:32]([F:34])[C:31]([OH:35])=[CH:30][C:29]=6[CH2:36][CH3:37])=[CH:25][CH:26]=5)[NH:21][N:20]=4)=[N:18][C:12]=3[CH2:11]2)=[O:9])=[N:6][CH:7]=1.C(OC([N:45]1[CH2:50][C@@H:49]([CH3:51])[NH:48][CH2:47][C@@H:46]1[CH3:52])=O)(C)(C)C.